From a dataset of Full USPTO retrosynthesis dataset with 1.9M reactions from patents (1976-2016). Predict the reactants needed to synthesize the given product. (1) Given the product [ClH:16].[CH3:13][O:12][C:10](=[O:11])[CH2:9][C:5]1[CH:6]=[CH:7][CH:8]=[C:3]([CH2:1][NH2:2])[CH:4]=1, predict the reactants needed to synthesize it. The reactants are: [C:1]([C:3]1[CH:4]=[C:5]([CH2:9][C:10]([O:12][CH3:13])=[O:11])[CH:6]=[CH:7][CH:8]=1)#[N:2].[H][H].[ClH:16].O1CCOCC1. (2) Given the product [CH2:10]([NH:17][C:18]([NH:9][NH:8][C:6]([C:2]1[S:1][CH:5]=[CH:4][CH:3]=1)=[O:7])=[S:19])[C:11]1[CH:16]=[CH:15][CH:14]=[CH:13][CH:12]=1, predict the reactants needed to synthesize it. The reactants are: [S:1]1[CH:5]=[CH:4][CH:3]=[C:2]1[C:6]([NH:8][NH2:9])=[O:7].[CH2:10]([N:17]=[C:18]=[S:19])[C:11]1[CH:16]=[CH:15][CH:14]=[CH:13][CH:12]=1.